Dataset: Forward reaction prediction with 1.9M reactions from USPTO patents (1976-2016). Task: Predict the product of the given reaction. (1) Given the reactants [CH3:1][C:2]1([CH3:16])[C:6]([CH3:8])([CH3:7])[O:5][B:4]([C:9]2[CH:15]=[CH:14][C:12]([NH2:13])=[CH:11][CH:10]=2)[O:3]1.[C:17]1(=O)[CH2:22][CH2:21][CH2:20][CH2:19][CH2:18]1.[BH-](OC(C)=O)(OC(C)=O)OC(C)=O.[Na+].CC(O)=O, predict the reaction product. The product is: [CH:17]1([NH:13][C:12]2[CH:14]=[CH:15][C:9]([B:4]3[O:3][C:2]([CH3:16])([CH3:1])[C:6]([CH3:7])([CH3:8])[O:5]3)=[CH:10][CH:11]=2)[CH2:22][CH2:21][CH2:20][CH2:19][CH2:18]1. (2) Given the reactants Br[C:2]1[CH:3]=[C:4]([C:8](=[O:21])[C:9]([C:11]2[CH:16]=[CH:15][C:14]([O:17][CH:18]([F:20])[F:19])=[CH:13][CH:12]=2)=[O:10])[CH:5]=[CH:6][CH:7]=1.[CH2:22]([OH:25])[C:23]#[CH:24].C(N(CC)CC)C, predict the reaction product. The product is: [F:19][CH:18]([F:20])[O:17][C:14]1[CH:15]=[CH:16][C:11]([C:9](=[O:10])[C:8]([C:4]2[CH:5]=[CH:6][CH:7]=[C:2]([C:24]#[C:23][CH2:22][OH:25])[CH:3]=2)=[O:21])=[CH:12][CH:13]=1.